From a dataset of Full USPTO retrosynthesis dataset with 1.9M reactions from patents (1976-2016). Predict the reactants needed to synthesize the given product. (1) Given the product [CH2:38]([C:24]1[CH:23]=[N:22][CH:21]=[C:20]2[S:26][C:17]([C:15]3[CH:16]=[C:11]([O:10][CH2:9][C@@H:8]([NH2:7])[CH2:27][C:28]4[C:36]5[C:31](=[CH:32][CH:33]=[CH:34][CH:35]=5)[NH:30][CH:29]=4)[CH:12]=[N:13][CH:14]=3)=[CH:18][C:19]=12)[CH3:39], predict the reactants needed to synthesize it. The reactants are: C(OC(=O)[NH:7][C@@H:8]([CH2:27][C:28]1[C:36]2[C:31](=[CH:32][CH:33]=[CH:34][CH:35]=2)[NH:30][CH:29]=1)[CH2:9][O:10][C:11]1[CH:12]=[N:13][CH:14]=[C:15]([C:17]2[S:26][C:20]3=[CH:21][N:22]=[CH:23][C:24](Cl)=[C:19]3[CH:18]=2)[CH:16]=1)(C)(C)C.[CH2:38](N(CC)CC)[CH3:39]. (2) Given the product [Cl:1][C:2]1[CH:7]=[CH:6][C:5]([N:8]2[CH2:13][CH2:12][N:11]3[CH:14]([C:18]4[CH:38]=[CH:37][C:21]([O:22][CH2:23][CH2:24][CH2:25][NH2:26])=[C:20]([CH3:39])[C:19]=4[CH3:40])[CH2:15][CH2:16][CH2:17][CH:10]3[CH2:9]2)=[CH:4][C:3]=1[O:41][CH3:42], predict the reactants needed to synthesize it. The reactants are: [Cl:1][C:2]1[CH:7]=[CH:6][C:5]([N:8]2[CH2:13][CH2:12][N:11]3[CH:14]([C:18]4[CH:38]=[CH:37][C:21]([O:22][CH2:23][CH2:24][CH2:25][N:26]5C(=O)C6C(=CC=CC=6)C5=O)=[C:20]([CH3:39])[C:19]=4[CH3:40])[CH2:15][CH2:16][CH2:17][CH:10]3[CH2:9]2)=[CH:4][C:3]=1[O:41][CH3:42]. (3) Given the product [Cl:1][C:2]1[C:3]([NH:13][C:14]2[CH:19]=[N:18][CH:17]=[C:16]([C:20]3[CH:21]=[CH:22][C:23]([OH:26])=[CH:24][CH:25]=3)[N:15]=2)=[CH:4][C:5]([O:11][CH3:12])=[C:6]([CH:10]=1)[C:7]([NH:27][CH2:28][CH2:29][NH:30][CH2:31][CH:32]([OH:34])[CH3:33])=[O:9], predict the reactants needed to synthesize it. The reactants are: [Cl:1][C:2]1[C:3]([NH:13][C:14]2[CH:19]=[N:18][CH:17]=[C:16]([C:20]3[CH:25]=[CH:24][C:23]([OH:26])=[CH:22][CH:21]=3)[N:15]=2)=[CH:4][C:5]([O:11][CH3:12])=[C:6]([CH:10]=1)[C:7]([OH:9])=O.[NH2:27][CH2:28][CH2:29][NH:30][CH2:31][CH:32]([OH:34])[CH3:33].C(N(CC)CC)C.CN(C(ON1N=NC2C=CC=CC1=2)=[N+](C)C)C.[B-](F)(F)(F)F. (4) Given the product [Cl:24][C:20]1[CH:19]=[C:18]([C@H:16]([C@H:15]([C:25]2[CH:26]=[CH:27][C:28]([Cl:31])=[CH:29][CH:30]=2)[OH:14])[CH2:17][C@:12]([CH3:33])([CH2:9][CH:10]=[CH2:11])[C:13]([NH:1][C@@H:2]([C:3]([CH3:6])([CH3:5])[CH3:4])[CH2:7][OH:8])=[O:32])[CH:23]=[CH:22][CH:21]=1, predict the reactants needed to synthesize it. The reactants are: [NH2:1][C@H:2]([CH2:7][OH:8])[C:3]([CH3:6])([CH3:5])[CH3:4].[CH2:9]([C@@:12]1([CH3:33])[CH2:17][C@H:16]([C:18]2[CH:23]=[CH:22][CH:21]=[C:20]([Cl:24])[CH:19]=2)[C@H:15]([C:25]2[CH:30]=[CH:29][C:28]([Cl:31])=[CH:27][CH:26]=2)[O:14][C:13]1=[O:32])[CH:10]=[CH2:11]. (5) The reactants are: C[O:2][C:3](=[O:72])[CH2:4][NH:5][C:6](=[O:71])[C@H:7]([NH:11][C:12](=[O:70])[C@H:13]([NH:35][C:36](=[O:69])[C@H:37]([NH:39][C:40](=[O:68])[CH2:41][C@H:42]([OH:67])/[CH:43]=[CH:44]/[CH2:45][CH2:46][S:47][C:48]([C:61]1[CH:66]=[CH:65][CH:64]=[CH:63][CH:62]=1)([C:55]1[CH:60]=[CH:59][CH:58]=[CH:57][CH:56]=1)[C:49]1[CH:54]=[CH:53][CH:52]=[CH:51][CH:50]=1)[CH3:38])[CH2:14][S:15][C:16]([C:29]1[CH:34]=[CH:33][CH:32]=[CH:31][CH:30]=1)([C:23]1[CH:28]=[CH:27][CH:26]=[CH:25][CH:24]=1)[C:17]1[CH:22]=[CH:21][CH:20]=[CH:19][CH:18]=1)[CH:8]([CH3:10])[CH3:9].[Li+].[OH-].OS([O-])(=O)=O.[K+]. Given the product [OH:67][C@H:42](/[CH:43]=[CH:44]/[CH2:45][CH2:46][S:47][C:48]([C:55]1[CH:56]=[CH:57][CH:58]=[CH:59][CH:60]=1)([C:61]1[CH:66]=[CH:65][CH:64]=[CH:63][CH:62]=1)[C:49]1[CH:54]=[CH:53][CH:52]=[CH:51][CH:50]=1)[CH2:41][C:40]([NH:39][C@H:37]([CH3:38])[C:36]([NH:35][C@H:13]([CH2:14][S:15][C:16]([C:17]1[CH:18]=[CH:19][CH:20]=[CH:21][CH:22]=1)([C:23]1[CH:24]=[CH:25][CH:26]=[CH:27][CH:28]=1)[C:29]1[CH:34]=[CH:33][CH:32]=[CH:31][CH:30]=1)[C:12]([NH:11][C@H:7]([CH:8]([CH3:9])[CH3:10])[C:6]([NH:5][CH2:4][C:3]([OH:72])=[O:2])=[O:71])=[O:70])=[O:69])=[O:68], predict the reactants needed to synthesize it. (6) Given the product [Br:1][C:2]1[CH:3]=[C:4]2[C:9](=[CH:10][CH:11]=1)[N:8]=[CH:7][C:6]([N+:12]([O-:14])=[O:13])=[C:5]2[NH:16][C:17]1[C:18]([CH3:23])=[N:19][N:20]([CH3:22])[CH:21]=1, predict the reactants needed to synthesize it. The reactants are: [Br:1][C:2]1[CH:3]=[C:4]2[C:9](=[CH:10][CH:11]=1)[N:8]=[CH:7][C:6]([N+:12]([O-:14])=[O:13])=[C:5]2Cl.[NH2:16][C:17]1[C:18]([CH3:23])=[N:19][N:20]([CH3:22])[CH:21]=1.Cl.CN1C(C)(C)CCCC1(C)C. (7) Given the product [Cl:1][C:2]1[NH:6][C:5]([CH3:7])=[N:4][C:3]=1[C:8]1[CH:9]=[C:10]([CH:15]=[CH:16][C:17]=1[CH3:18])[C:11]([OH:13])=[O:12], predict the reactants needed to synthesize it. The reactants are: [Cl:1][C:2]1[NH:6][C:5]([CH3:7])=[N:4][C:3]=1[C:8]1[CH:9]=[C:10]([CH:15]=[CH:16][C:17]=1[CH3:18])[C:11]([O:13]C)=[O:12].[OH-].[Na+].